This data is from Reaction yield outcomes from USPTO patents with 853,638 reactions. The task is: Predict the reaction yield, written as a fraction of the theoretical maximum amount of product (1.0 means a 100% yield; for example, 0.34 means a 34% yield). The reactants are [CH3:1][C:2]1[N:7]=[CH:6][C:5]([OH:8])=[CH:4][CH:3]=1.C([O-])([O-])=O.[Na+].[Na+].[I:15]I. The catalyst is O. The product is [I:15][C:6]1[C:5]([OH:8])=[CH:4][CH:3]=[C:2]([CH3:1])[N:7]=1. The yield is 0.770.